This data is from Human Reference Interactome with 51,813 positive PPI pairs across 8,248 proteins, plus equal number of experimentally-validated negative pairs. The task is: Binary Classification. Given two protein amino acid sequences, predict whether they physically interact or not. (1) Protein 1 (ENSG00000144063) has sequence MASPDPPATSYAPSDVPSGVALFLTIPFAFFLPELIFGFLVWTMVAATHIVYPLLQGWVMYVSLTSFLISLMFLLSYLFGFYKRFESWRVLDSLYHGTTGILYMSAAVLQVHATIVSEKLLDPRIYYINSAASFFAFIATLLYILHAFSIYYH*MASPDPPATSYAPSDVPSGVALFLTIPFAFFLPELGIITQAASVSEPQCVIPAPAAAPLPPMRGFQLLCADIWVLGLDHGSRHPHSIPLAARMGDVCLAHLVSHLLDVPVVLLVWILQKI*MASPDPPATSYAPSDVPSGVALFLT.... Protein 2 (ENSG00000132646) has sequence MFEARLVQGSILKKVLEALKDLINEACWDISSSGVNLQSMDSSHVSLVQLTLRSEGFDTYRCDRNLAMGVNLTSMSKILKCAGNEDIITLRAEDNADTLALVFEAPNQEKVSDYEMKLMDLDVEQLGIPEQEYSCVVKMPSGEFARICRDLSHIGDAVVISCAKDGVKFSASGELGNGNIKLSQTSNVDKEEEAVTIEMNEPVQLTFALRYLNFFTKATPLSSTVTLSMSADVPLVVEYKIADMGHLKYYLAPKIEDEEGS*. Result: 0 (the proteins do not interact). (2) Protein 1 (ENSG00000149716) has sequence MAGSQDIFDAIVMADERFHGEGYREGYEEGSSLGVMEGRQHGTLHGAKIGSEIGCYQGFAFAWKCLLHSCTTEKDSRKMKVLESLIGMIQKFPYDDPTYDKLHEDLDKIRGKFKQFCSLLNVQPDFKISAEGSGLSF*MAGSQDIFDAIVMADERFHGEGYREGYEEGSSLGVMEGRQHGTLHGAKIGSEQKDEGLRIIDWNDPEIPL*XRKMKVLESLIGMIQKFPYDDPTYDKLHEDLDKIRGKFKQFCSLLNVQPDFKISAEGSGLSF*MAGSQDIFDAIVMADERFHGEGYREGYE.... Protein 2 (ENSG00000129158) has sequence MEREPSASEAAPAAAALFAWGANSYGQLGLGHKEDVLLPQQLNDFCKPRSVRRITGGGGHSAVVTDGGDLFVCGLNKDGQLGLGHTEDIPYFTPCKSLFGCPIQQVACGWDFTIMLTENGQVLSCGSNSFGQLGVPHGPRRCVVPQAIELHKEKVVCIAAGLRHAVAATASGIVFQWGTGLASCGRRLCPGQTLPLFFTAKEPSRVTGLENSKAMCVLAGSDHSASLTDAGEVYVWGSNKHGQLANEAAFLPVPQKIEAHCFQNEKVTAIWSGWTHLVAQTETGKMFTWGRADYGQLGRK.... Result: 0 (the proteins do not interact).